Dataset: Forward reaction prediction with 1.9M reactions from USPTO patents (1976-2016). Task: Predict the product of the given reaction. (1) Given the reactants [CH3:1][N:2]1[C:6]2=[N:7][C:8]([N:11]3[CH:16]=[CH:15][C:14]([C:17]4[CH:22]=[CH:21][C:20]([C:23]([F:26])([F:25])[F:24])=[CH:19][CH:18]=4)=[CH:13][C:12]3=[O:27])=[CH:9][CH:10]=[C:5]2[C:4]2[CH2:28][N:29](C(OC(C)(C)C)=O)[CH2:30][CH2:31][C:3]1=2.Cl.C(Cl)Cl, predict the reaction product. The product is: [CH3:1][N:2]1[C:6]2=[N:7][C:8]([N:11]3[CH:16]=[CH:15][C:14]([C:17]4[CH:18]=[CH:19][C:20]([C:23]([F:26])([F:25])[F:24])=[CH:21][CH:22]=4)=[CH:13][C:12]3=[O:27])=[CH:9][CH:10]=[C:5]2[C:4]2[CH2:28][NH:29][CH2:30][CH2:31][C:3]1=2. (2) Given the reactants [Br:1][C:2]1[CH:3]=[CH:4][CH:5]=[C:6]2[C:10]=1[NH:9][N:8]=[C:7]2[N:11]1C(=O)C2C(=CC=CC=2)C1=O.C([O-])([O-])=O.[Cs+].[Cs+].I[CH2:29][CH3:30], predict the reaction product. The product is: [Br:1][C:2]1[CH:3]=[CH:4][CH:5]=[C:6]2[C:10]=1[N:9]([CH2:29][CH3:30])[N:8]=[C:7]2[NH2:11]. (3) The product is: [CH3:29][O:30][CH2:31][CH2:32][O:33][C:34]1[CH:35]=[CH:36][C:37]([C:40]2[CH:41]=[CH:42][C:43]([C:46]([CH3:52])([CH3:51])[C:47]([OH:49])=[O:48])=[N:44][CH:45]=2)=[CH:38][CH:39]=1. Given the reactants BrC1C=CC(C(C)(C)C(OC)=O)=NC=1.COCCOC1C=CC(B(O)O)=CC=1.[CH3:29][O:30][CH2:31][CH2:32][O:33][C:34]1[CH:39]=[CH:38][C:37]([C:40]2[CH:41]=[CH:42][C:43]([C:46]([CH3:52])([CH3:51])[C:47]([O:49]C)=[O:48])=[N:44][CH:45]=2)=[CH:36][CH:35]=1.O.[OH-].[Li+], predict the reaction product. (4) Given the reactants [F:1][C:2]1[CH:22]=[CH:21][C:5]([CH2:6][N:7]2[CH:16]=[CH:15][C:14]3[C:9](=[CH:10][CH:11]=[CH:12][C:13]=3[N+:17]([O-])=O)[C:8]2=[O:20])=[CH:4][CH:3]=1.O.O.[Sn](Cl)Cl.O1CCCC1, predict the reaction product. The product is: [NH2:17][C:13]1[CH:12]=[CH:11][CH:10]=[C:9]2[C:14]=1[CH:15]=[CH:16][N:7]([CH2:6][C:5]1[CH:4]=[CH:3][C:2]([F:1])=[CH:22][CH:21]=1)[C:8]2=[O:20]. (5) Given the reactants [Cl:1][C:2]1[S:6][C:5]([C:7]([OH:9])=O)=[CH:4][C:3]=1[C:10]1[N:14]([CH3:15])[N:13]=[CH:12][CH:11]=1.[NH2:16][C@@H:17]([CH2:30][C:31]1[CH:36]=[CH:35][CH:34]=[C:33]([F:37])[CH:32]=1)[CH2:18][N:19]1[C:27](=[O:28])[C:26]2[C:21](=[CH:22][CH:23]=[CH:24][CH:25]=2)[C:20]1=[O:29].C(N(CC)C(C)C)(C)C.C1CN([P+](Br)(N2CCCC2)N2CCCC2)CC1.F[P-](F)(F)(F)(F)F, predict the reaction product. The product is: [Cl:1][C:2]1[S:6][C:5]([C:7]([NH:16][C@@H:17]([CH2:30][C:31]2[CH:36]=[CH:35][CH:34]=[C:33]([F:37])[CH:32]=2)[CH2:18][N:19]2[C:27](=[O:28])[C:26]3[C:21](=[CH:22][CH:23]=[CH:24][CH:25]=3)[C:20]2=[O:29])=[O:9])=[CH:4][C:3]=1[C:10]1[N:14]([CH3:15])[N:13]=[CH:12][CH:11]=1. (6) The product is: [CH3:15][O:16][C:2]1[CH:3]=[CH:4][C:5]([N+:12]([O-:14])=[O:13])=[C:6]([C:8]([F:11])([F:10])[F:9])[CH:7]=1. Given the reactants Cl[C:2]1[CH:3]=[CH:4][C:5]([N+:12]([O-:14])=[O:13])=[C:6]([C:8]([F:11])([F:10])[F:9])[CH:7]=1.[CH3:15][O-:16].[Na+], predict the reaction product. (7) Given the reactants F[C:2]1[N:7]=[CH:6][C:5]([C:8]2[CH:13]=[CH:12][C:11]([S:14]([NH2:17])(=[O:16])=[O:15])=[CH:10][C:9]=2[CH3:18])=[CH:4][CH:3]=1.C(N(CC)CC)C.Cl[C:27](OC1C=CC=CC=1)=[O:28].[Br:36][C:37]1[S:41][C:40]([NH2:42])=[N:39][CH:38]=1.[CH3:43]S(O)(=O)=O.[OH2:48], predict the reaction product. The product is: [Br:36][C:37]1[S:41][C:40]([NH:42][C:43]([NH:17][S:14]([C:11]2[CH:12]=[CH:13][C:8]([C:5]3[CH:6]=[N:7][C:2]([O:28][CH3:27])=[CH:3][CH:4]=3)=[C:9]([CH3:18])[CH:10]=2)(=[O:16])=[O:15])=[O:48])=[N:39][CH:38]=1. (8) Given the reactants [Br:1][C:2]1[C:3](=[O:12])[NH:4][CH:5]=[N:6][C:7]=1[C:8]([F:11])([F:10])[F:9].C([O-])([O-])=O.[K+].[K+].[CH3:19][O:20][C:21]1[CH:26]=[CH:25][C:24]([CH2:27]Cl)=[CH:23][CH:22]=1.O, predict the reaction product. The product is: [Br:1][C:2]1[C:3](=[O:12])[N:4]([CH2:27][C:24]2[CH:25]=[CH:26][C:21]([O:20][CH3:19])=[CH:22][CH:23]=2)[CH:5]=[N:6][C:7]=1[C:8]([F:10])([F:11])[F:9]. (9) Given the reactants [F:1][CH:2]([F:40])[O:3][C:4]1[CH:9]=[CH:8][C:7]([NH:10][C:11]2[C:12](=[O:39])[N:13]([CH2:24][C:25]3[CH:26]=[CH:27][C:28]([NH:31]C(=O)OC(C)(C)C)=[N:29][CH:30]=3)[S:14](=[O:23])(=[O:22])[C:15]=2[C:16]2[CH:21]=[CH:20][CH:19]=[CH:18][CH:17]=2)=[CH:6][CH:5]=1.FC(F)OC1C=CC(N)=CC=1, predict the reaction product. The product is: [NH2:31][C:28]1[N:29]=[CH:30][C:25]([CH2:24][N:13]2[C:12](=[O:39])[C:11]([NH:10][C:7]3[CH:6]=[CH:5][C:4]([O:3][CH:2]([F:40])[F:1])=[CH:9][CH:8]=3)=[C:15]([C:16]3[CH:21]=[CH:20][CH:19]=[CH:18][CH:17]=3)[S:14]2(=[O:22])=[O:23])=[CH:26][CH:27]=1. (10) The product is: [OH:1][C:2]1[CH:11]=[CH:10][CH:9]=[C:8]2[C:3]=1[CH:4]=[CH:5][CH:6]=[N+:7]2[O-:20]. Given the reactants [OH:1][C:2]1[CH:11]=[CH:10][CH:9]=[C:8]2[C:3]=1[CH:4]=[CH:5][CH:6]=[N:7]2.ClC1C=CC=C(C(OO)=[O:20])C=1, predict the reaction product.